This data is from Full USPTO retrosynthesis dataset with 1.9M reactions from patents (1976-2016). The task is: Predict the reactants needed to synthesize the given product. (1) Given the product [Br:15][C:16]1[CH:21]=[CH:20][C:19]([C@H:22]2[CH2:23][C@@H:4]2[CH2:3][OH:2])=[CH:18][CH:17]=1, predict the reactants needed to synthesize it. The reactants are: C[O:2][CH2:3][CH2:4]OC.C([Zn]CC)C.ICI.[Br:15][C:16]1[CH:21]=[CH:20][C:19](/[CH:22]=[CH:23]/CO)=[CH:18][CH:17]=1. (2) Given the product [F:1][C:2]1[CH:7]=[CH:6][CH:5]=[C:4]([F:8])[C:3]=1[N:9]1[C:17]2[CH:16]=[CH:15][NH:14][C:13](=[O:18])[C:12]=2[C:11]([C:20]2[CH:21]=[CH:22][C:23]([C:24]([NH:26][CH3:27])=[O:25])=[CH:28][CH:29]=2)=[N:10]1, predict the reactants needed to synthesize it. The reactants are: [F:1][C:2]1[CH:7]=[CH:6][CH:5]=[C:4]([F:8])[C:3]=1[N:9]1[C:17]2[CH:16]=[CH:15][N:14]=[C:13]([O:18]C)[C:12]=2[C:11]([C:20]2[CH:29]=[CH:28][C:23]([C:24]([NH:26][CH3:27])=[O:25])=[CH:22][CH:21]=2)=[N:10]1.[I-].[Na+].Cl[Si](C)(C)C.C(=O)([O-])O.[Na+]. (3) Given the product [NH2:17][C:14]1[N:15]=[CH:16][C:11]([C:8]2[C:7]([F:18])=[C:6]([C:5]([CH:1]3[CH2:4][CH2:3][CH2:2]3)=[CH:10][CH:9]=2)[O:19][CH2:20][CH:21]([OH:22])[CH2:23][N:30]2[CH:35]=[CH:34][CH:33]=[CH:32][C:31]2=[O:36])=[N:12][CH:13]=1, predict the reactants needed to synthesize it. The reactants are: [CH:1]1([C:5]2[CH:10]=[CH:9][C:8]([C:11]3[N:12]=[CH:13][C:14]([NH2:17])=[N:15][CH:16]=3)=[C:7]([F:18])[C:6]=2[O:19][CH2:20][CH:21]2[CH2:23][O:22]2)[CH2:4][CH2:3][CH2:2]1.C([O-])([O-])=O.[Cs+].[Cs+].[NH:30]1[CH:35]=[CH:34][CH:33]=[CH:32][C:31]1=[O:36]. (4) Given the product [O:20]1[CH2:24][CH2:23][CH2:22][CH:21]1[CH2:25][NH:26][S:16]([C:14]1[S:15][C:11]([C:5]2[CH:4]=[C:3]([CH2:1][CH3:2])[C:8](=[O:9])[NH:7][C:6]=2[CH3:10])=[CH:12][CH:13]=1)(=[O:18])=[O:17], predict the reactants needed to synthesize it. The reactants are: [CH2:1]([C:3]1[C:8](=[O:9])[NH:7][C:6]([CH3:10])=[C:5]([C:11]2[S:15][C:14]([S:16](Cl)(=[O:18])=[O:17])=[CH:13][CH:12]=2)[CH:4]=1)[CH3:2].[O:20]1[CH2:24][CH2:23][CH2:22][CH:21]1[CH2:25][NH2:26]. (5) Given the product [NH2:24][C:20]1[C:19]([C:9]2[N:10]([C:11]3[CH:16]=[CH:15][C:14]([OH:17])=[CH:13][CH:12]=3)[C:3]3[C:2]([Br:1])=[CH:7][N:6]=[CH:5][C:4]=3[N:8]=2)=[N:23][O:22][N:21]=1, predict the reactants needed to synthesize it. The reactants are: [Br:1][C:2]1[C:3]2[N:10]([C:11]3[CH:16]=[CH:15][C:14]([O:17]C)=[CH:13][CH:12]=3)[C:9]([C:19]3[C:20]([NH2:24])=[N:21][O:22][N:23]=3)=[N:8][C:4]=2[CH:5]=[N:6][CH:7]=1.B(Br)(Br)Br. (6) Given the product [F:27][C:28]1[CH:35]=[CH:34][CH:33]=[C:32]([F:36])[C:29]=1[CH2:30][O:22][C:21](=[O:23])[C:19]1[CH:18]=[CH:17][CH:16]=[C:15]([N:10]2[C:11]([CH3:14])=[CH:12][CH:13]=[C:9]2[C:7]2[CH:8]=[C:3]([C:2]([F:1])([F:25])[F:26])[CH:4]=[CH:5][C:6]=2[O:24][CH2:30][C:29]2[C:28]([F:27])=[CH:35][CH:34]=[CH:33][C:32]=2[F:36])[N:20]=1, predict the reactants needed to synthesize it. The reactants are: [F:1][C:2]([F:26])([F:25])[C:3]1[CH:4]=[CH:5][C:6]([OH:24])=[C:7]([C:9]2[N:10]([C:15]3[N:20]=[C:19]([C:21]([OH:23])=[O:22])[CH:18]=[CH:17][CH:16]=3)[C:11]([CH3:14])=[CH:12][CH:13]=2)[CH:8]=1.[F:27][C:28]1[CH:35]=[CH:34][CH:33]=[C:32]([F:36])[C:29]=1[CH2:30]Br.C([O-])([O-])=O.[K+].[K+].O.